Task: Regression/Classification. Given a drug SMILES string, predict its toxicity properties. Task type varies by dataset: regression for continuous values (e.g., LD50, hERG inhibition percentage) or binary classification for toxic/non-toxic outcomes (e.g., AMES mutagenicity, cardiotoxicity, hepatotoxicity). Dataset: ld50_zhu.. Dataset: Acute oral toxicity (LD50) regression data from Zhu et al. (1) The drug is CC(C)(C)OC(=O)CCl. The rat oral LD50 is 2.60, given as -log10 of the dose in mol/kg body weight (higher means more acutely toxic). (2) The drug is CCN(CC)C(=O)c1ccccc1C. The rat oral LD50 is 2.20, given as -log10 of the dose in mol/kg body weight (higher means more acutely toxic). (3) The drug is CNN=Nc1ccc(I)cc1. The rat oral LD50 is 2.72, given as -log10 of the dose in mol/kg body weight (higher means more acutely toxic). (4) The molecule is O=S1(=O)OCC2C(CO1)C1(Cl)C(Cl)=C(Cl)C2(Cl)C1(Cl)Cl. The rat oral LD50 is 4.37, given as -log10 of the dose in mol/kg body weight (higher means more acutely toxic). (5) The molecule is Cc1cccc(Nc2ccccc2C(=O)O)c1C. The rat oral LD50 is 2.51, given as -log10 of the dose in mol/kg body weight (higher means more acutely toxic). (6) The rat oral LD50 is 2.94, given as -log10 of the dose in mol/kg body weight (higher means more acutely toxic). The compound is N#CC(OC1OC(COC2OC(CO)C(O)C(O)C2O)C(O)C(O)C1O)c1ccccc1. (7) The rat oral LD50 is 2.14, given as -log10 of the dose in mol/kg body weight (higher means more acutely toxic). The molecule is C=CC(=O)OCCOC(=O)CC(C)=O. (8) The compound is NC(=S)NNCNNC(N)=S. The rat oral LD50 is 4.49, given as -log10 of the dose in mol/kg body weight (higher means more acutely toxic). (9) The molecule is Cn1cc[nH]c1=S. The rat oral LD50 is 1.71, given as -log10 of the dose in mol/kg body weight (higher means more acutely toxic).